This data is from Reaction yield outcomes from USPTO patents with 853,638 reactions. The task is: Predict the reaction yield, written as a fraction of the theoretical maximum amount of product (1.0 means a 100% yield; for example, 0.34 means a 34% yield). (1) The reactants are [CH3:1][C:2]1[CH:3]=[C:4]([C:9]2[CH:10]=[N:11][N:12]3[C:17]([C:18]4[CH:19]=[C:20]([CH:23]=[CH:24][CH:25]=4)[C:21]#[N:22])=[CH:16][CH:15]=[N:14][C:13]=23)[CH:5]=[C:6]([CH3:8])[CH:7]=1.[N-:26]=[N+:27]=[N-:28].[Na+].[Cl-].[NH4+]. The catalyst is CN(C=O)C.O. The product is [CH3:8][C:6]1[CH:5]=[C:4]([C:9]2[CH:10]=[N:11][N:12]3[C:17]([C:18]4[CH:25]=[CH:24][CH:23]=[C:20]([C:21]5[NH:28][N:27]=[N:26][N:22]=5)[CH:19]=4)=[CH:16][CH:15]=[N:14][C:13]=23)[CH:3]=[C:2]([CH3:1])[CH:7]=1. The yield is 0.840. (2) The reactants are [CH3:1][N:2]1[CH:6]=[CH:5][C:4]([S:7](Cl)(=[O:9])=[O:8])=[N:3]1.Cl.[N:12]1([CH2:18][CH:19]([N:23]2[CH:27]=[C:26]([C:28]3[C:29]4[CH:36]=[CH:35][N:34](COCC[Si](C)(C)C)[C:30]=4[N:31]=[CH:32][N:33]=3)[CH:25]=[N:24]2)[CH2:20][C:21]#[N:22])[CH2:17][CH2:16][NH:15][CH2:14][CH2:13]1.C(N(CC)CC)C.FC(F)(F)C(O)=O.C(N)CN. The catalyst is C(#N)C.CO.C(Cl)Cl. The product is [CH3:1][N:2]1[CH:6]=[CH:5][C:4]([S:7]([N:15]2[CH2:14][CH2:13][N:12]([CH2:18][CH:19]([N:23]3[CH:27]=[C:26]([C:28]4[C:29]5[CH:36]=[CH:35][NH:34][C:30]=5[N:31]=[CH:32][N:33]=4)[CH:25]=[N:24]3)[CH2:20][C:21]#[N:22])[CH2:17][CH2:16]2)(=[O:9])=[O:8])=[N:3]1. The yield is 0.904. (3) The reactants are [H-].[Na+].[CH2:3]([O:5][C:6]([C:8]1([CH2:13][OH:14])[CH2:12][CH2:11][CH2:10][CH2:9]1)=[O:7])[CH3:4].I[CH3:16]. The catalyst is C1COCC1. The product is [CH2:3]([O:5][C:6]([C:8]1([CH2:13][O:14][CH3:16])[CH2:12][CH2:11][CH2:10][CH2:9]1)=[O:7])[CH3:4]. The yield is 0.740.